From a dataset of Full USPTO retrosynthesis dataset with 1.9M reactions from patents (1976-2016). Predict the reactants needed to synthesize the given product. (1) Given the product [C:1]1([C:7]2([N:17]3[CH2:21][CH2:20][CH2:19][CH2:18]3)[CH2:8][CH2:9][C:10](=[O:11])[CH2:15][CH2:16]2)[CH:2]=[CH:3][CH:4]=[CH:5][CH:6]=1, predict the reactants needed to synthesize it. The reactants are: [C:1]1([C:7]2([N:17]3[CH2:21][CH2:20][CH2:19][CH2:18]3)[CH2:16][CH2:15][C:10]3(OCC[O:11]3)[CH2:9][CH2:8]2)[CH:6]=[CH:5][CH:4]=[CH:3][CH:2]=1.CN(C)C1(C2C=CC=CC=2)CCC2(CCNCC2)CC1. (2) Given the product [CH2:1]([O:8][C:9]([N:11]1[CH2:16][CH2:15][N:14]([CH2:22][C:23]2[CH:24]=[N:25][C:26]([S:29][CH3:30])=[N:27][CH:28]=2)[C:13](=[O:17])[C@@H:12]1[CH2:18][O:19][CH3:20])=[O:10])[C:2]1[CH:7]=[CH:6][CH:5]=[CH:4][CH:3]=1, predict the reactants needed to synthesize it. The reactants are: [CH2:1]([O:8][C:9]([N:11]1[CH2:16][CH2:15][NH:14][C:13](=[O:17])[C@@H:12]1[CH2:18][O:19][CH3:20])=[O:10])[C:2]1[CH:7]=[CH:6][CH:5]=[CH:4][CH:3]=1.Br[CH2:22][C:23]1[CH:24]=[N:25][C:26]([S:29][CH3:30])=[N:27][CH:28]=1.[OH-].[Na+].